This data is from Reaction yield outcomes from USPTO patents with 853,638 reactions. The task is: Predict the reaction yield, written as a fraction of the theoretical maximum amount of product (1.0 means a 100% yield; for example, 0.34 means a 34% yield). (1) The reactants are [Cl:1][C:2]1[CH:3]=[C:4]([C:8]#[C:9][C:10]2[N:11]=[C:12]([CH3:15])[NH:13][CH:14]=2)[CH:5]=[CH:6][CH:7]=1.[Cl:16][C:17]1[CH:22]=[C:21](F)[CH:20]=[CH:19][N:18]=1.C(=O)([O-])[O-].[Cs+].[Cs+]. The catalyst is CN(C=O)C. The product is [Cl:16][C:17]1[CH:22]=[C:21]([N:13]2[CH:14]=[C:10]([C:9]#[C:8][C:4]3[CH:5]=[CH:6][CH:7]=[C:2]([Cl:1])[CH:3]=3)[N:11]=[C:12]2[CH3:15])[CH:20]=[CH:19][N:18]=1. The yield is 0.880. (2) The reactants are [H-].[Na+].[Br:3][C:4]1[CH:17]=[CH:16][C:7]([O:8][CH2:9][CH2:10][CH:11]([CH2:14][OH:15])[CH2:12][OH:13])=[CH:6][CH:5]=1.[S:18](Cl)([C:21]1[CH:27]=[CH:26][C:24]([CH3:25])=[CH:23][CH:22]=1)(=[O:20])=[O:19]. The catalyst is O1CCCC1. The product is [CH3:25][C:24]1[CH:26]=[CH:27][C:21]([S:18]([O:13][CH2:12][CH:11]([CH2:14][OH:15])[CH2:10][CH2:9][O:8][C:7]2[CH:6]=[CH:5][C:4]([Br:3])=[CH:17][CH:16]=2)(=[O:20])=[O:19])=[CH:22][CH:23]=1. The yield is 0.460. (3) The reactants are [CH3:1][C:2]1[CH:3]=[CH:4][C:5]([SH:10])=[C:6]([CH:9]=1)[CH:7]=O.[F:11][C:12]([F:21])([F:20])/[CH:13]=[CH:14]/[C:15]([O:17][CH2:18][CH3:19])=[O:16].C([O-])([O-])=O.[K+].[K+].Cl. The catalyst is C(OCC)(=O)C.CN(C=O)C. The product is [CH3:1][C:2]1[CH:3]=[CH:4][C:5]2[S:10][CH:13]([C:12]([F:11])([F:21])[F:20])[C:14]([C:15]([O:17][CH2:18][CH3:19])=[O:16])=[CH:7][C:6]=2[CH:9]=1. The yield is 0.690.